From a dataset of Forward reaction prediction with 1.9M reactions from USPTO patents (1976-2016). Predict the product of the given reaction. (1) Given the reactants [C:1]12([N:6]([CH3:21])[C:7]([C:9]3[CH:10]=[C:11](B(O)O)[CH:12]=[N:13][C:14]=3[N:15]([CH3:17])[CH3:16])=[O:8])[CH2:5][CH:3]([CH2:4]1)[CH2:2]2.Cl[C:23]1[CH:28]=[CH:27][N:26]=[C:25]([NH:29][C:30]2[CH:35]=[CH:34][N:33]=[C:32]([CH3:36])[N:31]=2)[CH:24]=1.CC(C1C=C(C(C)C)C(C2C=CC=CC=2P(C2CCCCC2)C2CCCCC2)=C(C(C)C)C=1)C.P([O-])([O-])([O-])=O.[K+].[K+].[K+].O, predict the reaction product. The product is: [C:1]12([N:6]([CH3:21])[C:7]([C:9]3[CH:10]=[C:11]([C:23]4[CH:28]=[CH:27][N:26]=[C:25]([NH:29][C:30]5[CH:35]=[CH:34][N:33]=[C:32]([CH3:36])[N:31]=5)[CH:24]=4)[CH:12]=[N:13][C:14]=3[N:15]([CH3:17])[CH3:16])=[O:8])[CH2:5][CH:3]([CH2:4]1)[CH2:2]2. (2) Given the reactants [Cl:1][C:2]1[CH:7]=[C:6]([F:8])[CH:5]=[C:4]([F:9])[C:3]=1[O:10][CH3:11].C([Li])CCC.[I:17]I, predict the reaction product. The product is: [Cl:1][C:2]1[CH:7]=[C:6]([F:8])[C:5]([I:17])=[C:4]([F:9])[C:3]=1[O:10][CH3:11]. (3) Given the reactants Cl.[F:2][C:3]1[CH:30]=[CH:29][C:6]([CH2:7][NH:8][C:9]([C:11]2[CH:16]=[C:15]([C:17]3[CH2:21][CH:20]([CH:22]4[CH2:27][CH2:26][NH:25][CH2:24][CH2:23]4)[O:19][N:18]=3)[N:14]=[C:13]([CH3:28])[N:12]=2)=[O:10])=[CH:5][C:4]=1[O:31][CH3:32].[CH3:33][N:34]([CH3:38])[C:35](Cl)=[O:36], predict the reaction product. The product is: [CH3:33][N:34]([CH3:38])[C:35]([N:25]1[CH2:24][CH2:23][CH:22]([CH:20]2[O:19][N:18]=[C:17]([C:15]3[N:14]=[C:13]([CH3:28])[N:12]=[C:11]([C:9]([NH:8][CH2:7][C:6]4[CH:29]=[CH:30][C:3]([F:2])=[C:4]([O:31][CH3:32])[CH:5]=4)=[O:10])[CH:16]=3)[CH2:21]2)[CH2:27][CH2:26]1)=[O:36].